This data is from Forward reaction prediction with 1.9M reactions from USPTO patents (1976-2016). The task is: Predict the product of the given reaction. (1) Given the reactants N1C=CC=CC=1.S(Cl)(Cl)=O.C1(C)C=CC=CC=1.[Cl:18][C:19]1[CH:20]=[CH:21][C:22](O)=[C:23]([NH:25][C:26]([CH:28]2[CH2:33][N:32]([C:34]([O:36][C:37]([CH3:40])([CH3:39])[CH3:38])=[O:35])[CH:31]([CH3:41])[CH2:30][CH2:29]2)=[O:27])[CH:24]=1, predict the reaction product. The product is: [Cl:18][C:19]1[CH:20]=[CH:21][C:22]2[O:27][C:26]([CH:28]3[CH2:33][N:32]([C:34]([O:36][C:37]([CH3:40])([CH3:38])[CH3:39])=[O:35])[CH:31]([CH3:41])[CH2:30][CH2:29]3)=[N:25][C:23]=2[CH:24]=1. (2) The product is: [C:59]([O:63][C:64]1[N:65]=[C:66]([CH:70]=[O:22])[CH:67]=[N:68][CH:69]=1)([CH3:62])([CH3:61])[CH3:60]. Given the reactants CC[C@@H]1[C@@H]2C[C@H]([C@@H](OC3C4C(=CC=CC=4)C(O[C@@H](C4C=CN=C5C=4C=C(OC)C=C5)[C@@H]4N5C[C@H](CC)[C@@H](CC5)C4)=NN=3)C3C=CN=C4C=3C=C([O:22]C)C=C4)N(CC2)C1.[C:59]([O:63][C:64]1[CH:69]=[N:68][CH:67]=[C:66]([CH:70]=C)[N:65]=1)([CH3:62])([CH3:61])[CH3:60].S([O-])([O-])=O.[Na+].[Na+].O, predict the reaction product.